Dataset: Peptide-MHC class II binding affinity with 134,281 pairs from IEDB. Task: Regression. Given a peptide amino acid sequence and an MHC pseudo amino acid sequence, predict their binding affinity value. This is MHC class II binding data. The peptide sequence is TAGVFAAPTLMSFLR. The MHC is HLA-DQA10401-DQB10402 with pseudo-sequence HLA-DQA10401-DQB10402. The binding affinity (normalized) is 0.303.